Dataset: Full USPTO retrosynthesis dataset with 1.9M reactions from patents (1976-2016). Task: Predict the reactants needed to synthesize the given product. Given the product [CH3:18][C:9]1([CH3:11])[CH:15]=[CH:14][C:13]2[C:2](=[CH:3][CH:4]=[CH:5][CH:12]=2)[NH:1]1, predict the reactants needed to synthesize it. The reactants are: [NH2:1][C:2]#[C:3][CH2:4][CH3:5].CCO[C:9]([CH3:11])=O.[CH3:12][CH2:13][CH2:14][CH2:15]CC.[CH2:18]1COCC1.